This data is from Full USPTO retrosynthesis dataset with 1.9M reactions from patents (1976-2016). The task is: Predict the reactants needed to synthesize the given product. (1) Given the product [CH3:23][N:22]([CH3:24])[CH2:21][CH2:20][O:19][C:17]1[N:18]=[C:13]([CH:27]=[O:28])[CH:14]=[CH:15][CH:16]=1, predict the reactants needed to synthesize it. The reactants are: [Li]CCCC.CCCCCC.Br[C:13]1[N:18]=[C:17]([O:19][CH2:20][CH2:21][N:22]([CH3:24])[CH3:23])[CH:16]=[CH:15][CH:14]=1.C1C[O:28][CH2:27]C1. (2) Given the product [ClH:22].[Br:14][C:15]1[C:16]([Cl:22])=[C:17]([O:11][CH:10]2[CH2:9][CH2:8][N:7]([CH3:12])[CH2:6][C:5]3[O:13][C:2]([CH3:1])=[CH:3][C:4]2=3)[CH:18]=[CH:19][CH:20]=1, predict the reactants needed to synthesize it. The reactants are: [CH3:1][C:2]1[O:13][C:5]2[CH2:6][N:7]([CH3:12])[CH2:8][CH2:9][CH:10]([OH:11])[C:4]=2[CH:3]=1.[Br:14][C:15]1[C:16]([Cl:22])=[C:17](F)[CH:18]=[CH:19][CH:20]=1. (3) The reactants are: [Br:1][C:2]1[CH:3]=[C:4]([C:7]([N:9]([CH2:21][C:22]#[C:23][C:24]2[CH:25]=[C:26]([CH:32]=[CH:33][CH:34]=2)[C:27]([O:29][CH2:30][CH3:31])=[O:28])[CH2:10][C:11]2[CH:16]=[CH:15][C:14]([O:17][CH3:18])=[CH:13][C:12]=2[O:19][CH3:20])=[O:8])[NH:5][CH:6]=1.C([O-])(=O)C.[Na+]. Given the product [Br:1][C:2]1[CH:3]=[C:4]2[C:7](=[O:8])[N:9]([CH2:10][C:11]3[CH:16]=[CH:15][C:14]([O:17][CH3:18])=[CH:13][C:12]=3[O:19][CH3:20])[CH:21]=[C:22]([CH2:23][C:24]3[CH:25]=[C:26]([CH:32]=[CH:33][CH:34]=3)[C:27]([O:29][CH2:30][CH3:31])=[O:28])[N:5]2[CH:6]=1, predict the reactants needed to synthesize it. (4) Given the product [CH3:21][CH:18]1[CH2:17][NH:16][C:15](=[O:22])[C:14]2[CH:13]=[C:12]([C:9]3[CH:8]=[CH:7][CH:6]=[C:5]4[C:10]=3[N:11]=[C:2]([NH:25][CH3:24])[C:3]([CH3:23])=[N:4]4)[NH:20][C:19]1=2, predict the reactants needed to synthesize it. The reactants are: F[C:2]1[C:3]([CH3:23])=[N:4][C:5]2[C:10]([N:11]=1)=[C:9]([C:12]1[NH:20][C:19]3[CH:18]([CH3:21])[CH2:17][NH:16][C:15](=[O:22])[C:14]=3[CH:13]=1)[CH:8]=[CH:7][CH:6]=2.[CH3:24][NH2:25]. (5) The reactants are: [Cl:1][C:2]1[C:11]2[C:6](=[CH:7][CH:8]=[C:9]([O:12]C)[CH:10]=2)[C:5]([CH3:14])=[N:4][N:3]=1.B(Br)(Br)Br. Given the product [Cl:1][C:2]1[C:11]2[C:6](=[CH:7][CH:8]=[C:9]([OH:12])[CH:10]=2)[C:5]([CH3:14])=[N:4][N:3]=1, predict the reactants needed to synthesize it. (6) Given the product [OH:20][CH:21]1[CH2:26][CH2:25][N:24]([S:16](/[CH:8]=[CH:9]/[C:10]2[CH:15]=[CH:14][CH:13]=[CH:12][CH:11]=2)(=[O:18])=[O:17])[CH2:23][CH2:22]1, predict the reactants needed to synthesize it. The reactants are: C(N(CC)CC)C.[CH:8](/[S:16](Cl)(=[O:18])=[O:17])=[CH:9]\[C:10]1[CH:15]=[CH:14][CH:13]=[CH:12][CH:11]=1.[OH:20][CH:21]1[CH2:26][CH2:25][NH:24][CH2:23][CH2:22]1.